This data is from NCI-60 drug combinations with 297,098 pairs across 59 cell lines. The task is: Regression. Given two drug SMILES strings and cell line genomic features, predict the synergy score measuring deviation from expected non-interaction effect. Drug 1: CN1CCC(CC1)COC2=C(C=C3C(=C2)N=CN=C3NC4=C(C=C(C=C4)Br)F)OC. Drug 2: CCCCCOC(=O)NC1=NC(=O)N(C=C1F)C2C(C(C(O2)C)O)O. Cell line: HT29. Synergy scores: CSS=-2.57, Synergy_ZIP=0.0619, Synergy_Bliss=0.353, Synergy_Loewe=-4.91, Synergy_HSA=-3.26.